The task is: Binary Classification. Given a miRNA mature sequence and a target amino acid sequence, predict their likelihood of interaction.. This data is from Experimentally validated miRNA-target interactions with 360,000+ pairs, plus equal number of negative samples. (1) The protein sequence of the target gene is MMLSTEGREGFVVKVRGLPWSCSADEVMRFFSDCKIQNGTSGIRFIYTREGRPSGEAFVELESEEEVKLALKKDRETMGHRYVEVFKSNSVEMDWVLKHTGPNSPDTANDGFVRLRGLPFGCSKEEIVQFFSGLEIVPNGMTLPVDFQGRSTGEAFVQFASQEIAEKALKKHKERIGHRYIEIFKSSRAEVRTHYDPPRKLMAMQRPGPYDRPGAGRGYNSIGRGAGFERMRRGAYGGGYGGYDDYGGYNDGYGFGSDRFGRDLNYCFSGMSDHRYGDGGSSFQSTTGHCVHMRGLPYRA.... Result: 0 (no interaction). The miRNA is hsa-miR-338-3p with sequence UCCAGCAUCAGUGAUUUUGUUG. (2) The protein sequence of the target gene is METSQGWLVACVLTMTLVWTVAEDVCRAPNGKDGAPGNPGRPGRPGLKGERGEPGAAGIRTGIRGFKGDPGESGPPGKPGNVGLPGPSGPLGDSGPQGLKGVKGNPGNIRDQPRPAFSAIRQNPMTLGNVVIFDKVLTNQESPYQNHTGRFICAVPGFYYFNFQVISKWDLCLFIKSSSGGQPRDSLSFSNTNNKGLFQVLAGGTVLQLRRGDEVWIEKDPAKGRIYQGTEADSIFSGFLIFPSA. The miRNA is hsa-miR-4709-3p with sequence UUGAAGAGGAGGUGCUCUGUAGC. Result: 0 (no interaction). (3) The miRNA is hsa-miR-3188 with sequence AGAGGCUUUGUGCGGAUACGGGG. The protein sequence of the target gene is MAQSQGWVKRYIKAFCKGFFVAVPVAVTFLDRVACVARVEGASMQPSLNPGGSQSSDVVLLNHWKVRNFEVHRGDIVSLVSPKNPEQKIIKRVIALEGDIVRTIGHKNRYVKVPRGHIWVEGDHHGHSFDSNSFGPVSLGLLHAHATHILWPPERWQKLESVLPPERLPVQREEE. Result: 1 (interaction). (4) The miRNA is mmu-miR-338-5p with sequence AACAAUAUCCUGGUGCUGAGUG. The protein sequence of the target gene is MTVPVRGFSLLRGRLGRAPALGRSTAPSVRAPGEPGSAFRGFRSSGVRHEAIIISGTEMAKHIQKEIQRGVESWVSLGNRRPHLSIILVGDNPASHTYVRNKIRAASAVGICSELILKPKDVSQEELLDVTDQLNMDPRVSGILVQLPLPDHVDERTICNGIAPEKDVDGFHIINIGRLCLDQHSLIPATASAVWEIIKRTGIQTFGKNVVVAGRSKNVGMPIAMLLHTDGEHERPGGDATVTIAHRYTPKEQLKIHTQLADIIIVAAGIPKLITSDMVKEGAAVIDVGINYVHDPVTGK.... Result: 0 (no interaction). (5) The miRNA is hsa-miR-6852-5p with sequence CCCUGGGGUUCUGAGGACAUG. The protein sequence of the target gene is MEHLERCEWLLRGTLVRAAVRRYLPWALVASMLAGSLLKELSPLPESYLSNKRNVLNVYFVKVAWAWTFCLLLPFIALTNYHLTGKAGLVLRRLSTLLVGTAIWYICTSIFSNIEHYTGSCYQSPALEGVRKEHQSKQQCHQEGGFWHGFDISGHSFLLTFCALMIVEEMSVLHEVKTDRSHCLHTAITTLVVALGILTFIWVLMFLCTAVYFHNLSQKVFGTLFGLLSWYGTYGFWYPKAFSPGLPPQSCSLNLKQDSYKK. Result: 1 (interaction). (6) The miRNA is hsa-miR-3680-5p with sequence GACUCACUCACAGGAUUGUGCA. The protein sequence of the target gene is MTPGVRVSTDPEQVTFEDVVVGFSQEEWGQLKPAQRTLYRDVMLDTFRLLVSVGHWLPKPNVISLLEQEAELWAVESRLPQGVYPDLETRPKVKLSVLKQGISEEISNSVILVERFLWDGLWYCRGEDTEGHWEWSCESLESLAVPVAFTPVKTPVLEQWQRNGFGENISLNPDLPHQPMTPERQSPHTWGTRGKREKPDLNVLQKTCVKEKPYKCQECGKAFSHSSALIEHHRTHTGERPYECHECLKGFRNSSALTKHQRIHTGEKPYKCTQCGRTFNQIAPLIQHQRTHTGEKPYEC.... Result: 0 (no interaction).